This data is from Catalyst prediction with 721,799 reactions and 888 catalyst types from USPTO. The task is: Predict which catalyst facilitates the given reaction. (1) Reactant: [OH:1][C@@H:2]([C@H:4]1[C:10](=[O:11])[N:9]2[C@@H:5]1[C@@H:6]([CH3:53])[C:7]([S:25][C@@H:26]1[CH2:30][CH2:29][O:28][C@@H:27]1[CH2:31][NH:32][C:33](=[O:52])[C@@H:34]([NH:38]C(OCC1C=CC([N+]([O-])=O)=CC=1)=O)[CH:35]([CH3:37])[CH3:36])=[C:8]2[C:12]([O:14]CC1C=CC([N+]([O-])=O)=CC=1)=[O:13])[CH3:3].C(O)CCC. Product: [NH2:38][C@@H:34]([CH:35]([CH3:37])[CH3:36])[C:33]([NH:32][CH2:31][C@@H:27]1[C@H:26]([S:25][C:7]2[C@H:6]([CH3:53])[C@H:5]3[N:9]([C:10](=[O:11])[C@@H:4]3[C@H:2]([OH:1])[CH3:3])[C:8]=2[C:12]([OH:14])=[O:13])[CH2:30][CH2:29][O:28]1)=[O:52]. The catalyst class is: 386. (2) Reactant: [C:1]([O:5][P:6]([O:13][CH2:14][CH2:15][N:16]1[CH2:21][CH2:20][N:19](C(OCC2C=CC=CC=2)=O)[CH2:18][C:17]1=[O:32])([O:8][C:9]([CH3:12])([CH3:11])[CH3:10])=[O:7])([CH3:4])([CH3:3])[CH3:2]. Product: [P:6]([O:13][CH2:14][CH2:15][N:16]1[CH2:21][CH2:20][NH:19][CH2:18][C:17]1=[O:32])([O:8][C:9]([CH3:12])([CH3:11])[CH3:10])([O:5][C:1]([CH3:2])([CH3:3])[CH3:4])=[O:7]. The catalyst class is: 43. (3) Reactant: FC(F)(F)C([NH:5][C:6]1[CH:11]=[CH:10][C:9]([S:12](=[O:25])(=[O:24])[NH:13][C:14]2[CH:15]=[CH:16][C:17]3[CH2:21][O:20][B:19]([OH:22])[C:18]=3[CH:23]=2)=[C:8]([CH2:26][CH2:27][F:28])[CH:7]=1)=O.[NH4+]. Product: [NH2:5][C:6]1[CH:11]=[CH:10][C:9]([S:12]([NH:13][C:14]2[CH:15]=[CH:16][C:17]3[CH2:21][O:20][B:19]([OH:22])[C:18]=3[CH:23]=2)(=[O:24])=[O:25])=[C:8]([CH2:26][CH2:27][F:28])[CH:7]=1. The catalyst class is: 5. (4) Reactant: [C:1]([NH:4][CH2:5][CH2:6][C:7]1[C:15]2[C:10](=[CH:11][C:12]([F:18])=[C:13]([O:16][CH3:17])[CH:14]=2)[NH:9][C:8]=1[C:19]([OH:21])=O)(=[O:3])[CH3:2].[CH:22]([N:25](C(C)C)CC)(C)C.Cl.CN.F[P-](F)(F)(F)(F)F.N1(OC(N(C)C)=[N+](C)C)C2N=CC=CC=2N=N1. Product: [C:1]([NH:4][CH2:5][CH2:6][C:7]1[C:15]2[C:10](=[CH:11][C:12]([F:18])=[C:13]([O:16][CH3:17])[CH:14]=2)[NH:9][C:8]=1[C:19]([NH:25][CH3:22])=[O:21])(=[O:3])[CH3:2]. The catalyst class is: 9.